This data is from Forward reaction prediction with 1.9M reactions from USPTO patents (1976-2016). The task is: Predict the product of the given reaction. (1) Given the reactants CC(C)([O-])C.[K+].[I-].[K+].Br[CH2:10][C:11]([NH2:13])=[O:12].[F:14][C:15]1[CH:38]=[CH:37][CH:36]=[C:35]([F:39])[C:16]=1[CH2:17][O:18][C:19]1[C:20]2[N:21]([C:26]([C:30]3[CH:31]=[N:32][NH:33][CH:34]=3)=[C:27]([CH3:29])[N:28]=2)[CH:22]=[C:23]([CH3:25])[CH:24]=1, predict the reaction product. The product is: [F:14][C:15]1[CH:38]=[CH:37][CH:36]=[C:35]([F:39])[C:16]=1[CH2:17][O:18][C:19]1[C:20]2[N:21]([C:26]([C:30]3[CH:34]=[N:33][N:32]([CH2:10][C:11]([NH2:13])=[O:12])[CH:31]=3)=[C:27]([CH3:29])[N:28]=2)[CH:22]=[C:23]([CH3:25])[CH:24]=1. (2) Given the reactants C(OP([CH2:9][C:10]#[N:11])(=O)OCC)C.[OH-].[K+].[CH3:14][O:15][C:16]1[CH:21]=[CH:20][C:19]([C:22]([C:24]2[CH:29]=[CH:28][C:27]([O:30][CH3:31])=[CH:26][CH:25]=2)=O)=[CH:18][CH:17]=1, predict the reaction product. The product is: [CH3:31][O:30][C:27]1[CH:26]=[CH:25][C:24]([C:22]([C:19]2[CH:20]=[CH:21][C:16]([O:15][CH3:14])=[CH:17][CH:18]=2)=[CH:9][C:10]#[N:11])=[CH:29][CH:28]=1. (3) Given the reactants [S:1]1[CH:5]=[CH:4][N:3]=[C:2]1[NH2:6].I[C:8]1[CH:13]=[CH:12][C:11]([C:14]2[N:15]=[N:16][N:17]([CH:19]3[CH2:25][CH2:24][C:23]4[CH:26]=[CH:27][CH:28]=[CH:29][C:22]=4[N:21]([CH2:30][C:31]([F:34])([F:33])[F:32])[C:20]3=[O:35])[CH:18]=2)=[CH:10][C:9]=1[O:36][CH3:37].CC(C)([O-])C.[K+].C1COCC1.C1C=CC(P(C2C(C3C(P(C4C=CC=CC=4)C4C=CC=CC=4)=CC=C4C=3C=CC=C4)=C3C(C=CC=C3)=CC=2)C2C=CC=CC=2)=CC=1, predict the reaction product. The product is: [CH3:37][O:36][C:9]1[CH:10]=[C:11]([C:14]2[N:15]=[N:16][N:17]([CH:19]3[CH2:25][CH2:24][C:23]4[CH:26]=[CH:27][CH:28]=[CH:29][C:22]=4[N:21]([CH2:30][C:31]([F:34])([F:33])[F:32])[C:20]3=[O:35])[CH:18]=2)[CH:12]=[CH:13][C:8]=1[NH:6][C:2]1[S:1][CH:5]=[CH:4][N:3]=1. (4) Given the reactants [H-].[Al+3].[Li+].[H-].[H-].[H-].[CH2:7]([N:9]([CH2:44][CH3:45])[C:10]([C:12]1[CH:17]=[CH:16][C:15]([CH:18]([C:36]2[CH:41]=[CH:40][CH:39]=[C:38]([O:42][CH3:43])[CH:37]=2)[CH2:19][CH2:20][N:21]2[CH2:26][CH2:25][CH:24]([N:27]3[C:31]4[CH:32]=[CH:33][CH:34]=[CH:35][C:30]=4[N:29]=[CH:28]3)[CH2:23][CH2:22]2)=[CH:14][CH:13]=1)=O)[CH3:8].S([O-])([O-])(=O)=O.[Mg+2], predict the reaction product. The product is: [CH2:44]([N:9]([CH2:10][C:12]1[CH:17]=[CH:16][C:15]([CH:18]([C:36]2[CH:41]=[CH:40][CH:39]=[C:38]([O:42][CH3:43])[CH:37]=2)[CH2:19][CH2:20][N:21]2[CH2:22][CH2:23][CH:24]([N:27]3[C:31]4[CH:32]=[CH:33][CH:34]=[CH:35][C:30]=4[N:29]=[CH:28]3)[CH2:25][CH2:26]2)=[CH:14][CH:13]=1)[CH2:7][CH3:8])[CH3:45]. (5) The product is: [N:1]1[CH:6]=[CH:5][CH:4]=[CH:3][C:2]=1[C:7]1[O:8][C:9]2[CH2:14][N:13]([C:16]3[CH:17]=[C:18]([CH:21]=[CH:22][CH:23]=3)[C:19]#[N:20])[CH2:12][C:10]=2[N:11]=1. Given the reactants [N:1]1[CH:6]=[CH:5][CH:4]=[CH:3][C:2]=1[C:7]1[O:8][C:9]2[CH2:14][NH:13][CH2:12][C:10]=2[N:11]=1.Br[C:16]1[CH:17]=[C:18]([CH:21]=[CH:22][CH:23]=1)[C:19]#[N:20].CC1(C)C2C(=C(P(C3C=CC=CC=3)C3C=CC=CC=3)C=CC=2)OC2C(P(C3C=CC=CC=3)C3C=CC=CC=3)=CC=CC1=2.C([O-])([O-])=O.[Cs+].[Cs+], predict the reaction product.